This data is from Peptide-MHC class II binding affinity with 134,281 pairs from IEDB. The task is: Regression. Given a peptide amino acid sequence and an MHC pseudo amino acid sequence, predict their binding affinity value. This is MHC class II binding data. (1) The peptide sequence is IDTLKKNENIKEL. The MHC is HLA-DPA10301-DPB10402 with pseudo-sequence HLA-DPA10301-DPB10402. The binding affinity (normalized) is 0.128. (2) The binding affinity (normalized) is 0.561. The MHC is DRB1_1101 with pseudo-sequence DRB1_1101. The peptide sequence is LSYYKLGASQRVGTD. (3) The binding affinity (normalized) is 0.809. The MHC is HLA-DQA10102-DQB10502 with pseudo-sequence HLA-DQA10102-DQB10502. The peptide sequence is PARLFKAFVLDSDNL. (4) The peptide sequence is ELNNALQNLARTISE. The MHC is DRB1_0901 with pseudo-sequence DRB1_0901. The binding affinity (normalized) is 0.403. (5) The peptide sequence is DVKFPGGGQIWGGVY. The MHC is HLA-DQA10501-DQB10301 with pseudo-sequence HLA-DQA10501-DQB10301. The binding affinity (normalized) is 0.681. (6) The peptide sequence is GELKIVDKIDAAFKI. The MHC is DRB5_0101 with pseudo-sequence DRB5_0101. The binding affinity (normalized) is 0.647.